From a dataset of Catalyst prediction with 721,799 reactions and 888 catalyst types from USPTO. Predict which catalyst facilitates the given reaction. Reactant: [Cl:1][C:2]1[CH:3]=[C:4]2[C:9](=[CH:10][N:11]=1)[CH2:8][N:7]([C:12]([O:14][C:15]([CH3:18])([CH3:17])[CH3:16])=[O:13])[CH2:6][CH2:5]2.[OH2:19]. Product: [Cl:1][C:2]1[CH:3]=[C:4]2[C:9](=[CH:10][N:11]=1)[C:8](=[O:19])[N:7]([C:12]([O:14][C:15]([CH3:18])([CH3:17])[CH3:16])=[O:13])[CH2:6][CH2:5]2. The catalyst class is: 759.